Predict the reaction yield, written as a fraction of the theoretical maximum amount of product (1.0 means a 100% yield; for example, 0.34 means a 34% yield). From a dataset of Reaction yield outcomes from USPTO patents with 853,638 reactions. (1) The reactants are [F:1][C:2]1[CH:3]=[C:4]2[C:8](=[CH:9][CH:10]=1)[NH:7][C:6](=[O:11])[CH2:5]2.[I:12][C:13]1[C:21]2[C:16](=[CH:17][C:18]([CH:22]=O)=[CH:19][CH:20]=2)[NH:15][N:14]=1. The catalyst is N1CCCCC1.CO. The product is [F:1][C:2]1[CH:3]=[C:4]2[C:8](=[CH:9][CH:10]=1)[NH:7][C:6](=[O:11])/[C:5]/2=[CH:22]\[C:18]1[CH:17]=[C:16]2[C:21]([C:13]([I:12])=[N:14][NH:15]2)=[CH:20][CH:19]=1. The yield is 0.960. (2) The yield is 0.190. The catalyst is O1CCOCC1.C1C=CC(/C=C/C(/C=C/C2C=CC=CC=2)=O)=CC=1.C1C=CC(/C=C/C(/C=C/C2C=CC=CC=2)=O)=CC=1.C1C=CC(/C=C/C(/C=C/C2C=CC=CC=2)=O)=CC=1.[Pd].[Pd]. The reactants are Br[C:2]1[C:3]([CH:8]2[CH2:11][N:10]([C:12]3[CH:21]=[CH:20][C:19]4[C:14](=[CH:15][CH:16]=[CH:17][CH:18]=4)[N:13]=3)[CH2:9]2)=[N:4][CH:5]=[CH:6][CH:7]=1.[CH3:22][CH:23]1[CH2:27][CH2:26][NH:25][CH2:24]1.C1C=CC(P(C2C(C3C(P(C4C=CC=CC=4)C4C=CC=CC=4)=CC=C4C=3C=CC=C4)=C3C(C=CC=C3)=CC=2)C2C=CC=CC=2)=CC=1.C(O[Na])(C)(C)C. The product is [CH3:22][CH:23]1[CH2:27][CH2:26][N:25]([C:2]2[C:3]([CH:8]3[CH2:11][N:10]([C:12]4[CH:21]=[CH:20][C:19]5[C:14](=[CH:15][CH:16]=[CH:17][CH:18]=5)[N:13]=4)[CH2:9]3)=[N:4][CH:5]=[CH:6][CH:7]=2)[CH2:24]1. (3) The reactants are [CH3:1][N:2]1[CH2:11][CH2:10][C:9]2[C:4](=[CH:5][C:6]([N+:14]([O-:16])=[O:15])=[C:7]([O:12][CH3:13])[CH:8]=2)[C:3]1=O. The catalyst is C1COCC1. The product is [CH3:13][O:12][C:7]1[CH:8]=[C:9]2[C:4](=[CH:5][C:6]=1[N+:14]([O-:16])=[O:15])[CH2:3][N:2]([CH3:1])[CH2:11][CH2:10]2. The yield is 0.670. (4) The reactants are [Cl:1][C:2]1[CH:21]=[C:20]([Cl:22])[CH:19]=[CH:18][C:3]=1[CH2:4][N:5]1[C:9]([CH2:10][CH2:11][CH2:12][OH:13])=[CH:8][C:7]([O:14][CH:15]([CH3:17])[CH3:16])=[N:6]1.[CH2:23]([N:30]1[C:34]([CH2:35][CH2:36][C:37]([O:39]CC)=[O:38])=[CH:33][C:32](O)=[N:31]1)[C:24]1[CH:29]=[CH:28][CH:27]=[CH:26][CH:25]=1.C(P(CCCC)CCCC)CCC.N(C(N1CCCCC1)=O)=NC(N1CCCCC1)=O.O1CCCC1CCO.[OH-].[Na+].Cl. The catalyst is O1CCCC1. The product is [CH2:23]([N:30]1[C:34]([CH2:35][CH2:36][C:37]([OH:39])=[O:38])=[CH:33][C:32]([O:13][CH2:12][CH2:11][CH2:10][C:9]2[N:5]([CH2:4][C:3]3[CH:18]=[CH:19][C:20]([Cl:22])=[CH:21][C:2]=3[Cl:1])[N:6]=[C:7]([O:14][CH:15]([CH3:17])[CH3:16])[CH:8]=2)=[N:31]1)[C:24]1[CH:29]=[CH:28][CH:27]=[CH:26][CH:25]=1. The yield is 0.720.